From a dataset of CYP3A4 inhibition data for predicting drug metabolism from PubChem BioAssay. Regression/Classification. Given a drug SMILES string, predict its absorption, distribution, metabolism, or excretion properties. Task type varies by dataset: regression for continuous measurements (e.g., permeability, clearance, half-life) or binary classification for categorical outcomes (e.g., BBB penetration, CYP inhibition). Dataset: cyp3a4_veith. The drug is Cc1ccc(NP(=O)(Oc2ccccc2F)Oc2ccccc2F)cc1. The result is 1 (inhibitor).